Dataset: Full USPTO retrosynthesis dataset with 1.9M reactions from patents (1976-2016). Task: Predict the reactants needed to synthesize the given product. (1) Given the product [N:1]1[CH:6]=[CH:5][CH:4]=[C:3]([C:7]2[CH:11]=[C:10]([C:12]([F:15])([F:13])[F:14])[N:9]([C:16]3[N:21]=[N:20][C:19]([NH2:22])=[CH:18][CH:17]=3)[N:8]=2)[CH:2]=1.[N:32]1([C:38]2[CH:39]=[C:40]([CH:44]=[CH:45][CH:46]=2)[C:41]([NH:22][C:19]2[N:20]=[N:21][C:16]([N:9]3[C:10]([C:12]([F:15])([F:13])[F:14])=[CH:11][C:7]([C:3]4[CH:2]=[N:1][CH:6]=[CH:5][CH:4]=4)=[N:8]3)=[CH:17][CH:18]=2)=[O:42])[CH2:37][CH2:36][O:35][CH2:34][CH2:33]1, predict the reactants needed to synthesize it. The reactants are: [N:1]1[CH:6]=[CH:5][CH:4]=[C:3]([C:7]2[CH:11]=[C:10]([C:12]([F:15])([F:14])[F:13])[N:9]([C:16]3[N:21]=[N:20][C:19]([NH2:22])=[CH:18][CH:17]=3)[N:8]=2)[CH:2]=1.C(N(CC)C(C)C)(C)C.[N:32]1([C:38]2[CH:39]=[C:40]([CH:44]=[CH:45][CH:46]=2)[C:41](Cl)=[O:42])[CH2:37][CH2:36][O:35][CH2:34][CH2:33]1.C(=O)(O)[O-].[Na+]. (2) Given the product [CH3:1][O:2][C:3]1[CH:8]=[CH:7][C:6]([NH:9][CH:13]=[C:14]([C:15]([O:17][CH2:18][CH3:19])=[O:16])[C:20]([O:22][CH2:23][CH3:24])=[O:21])=[CH:5][CH:4]=1, predict the reactants needed to synthesize it. The reactants are: [CH3:1][O:2][C:3]1[CH:8]=[CH:7][C:6]([NH2:9])=[CH:5][CH:4]=1.C(O[CH:13]=[C:14]([C:20]([O:22][CH2:23][CH3:24])=[O:21])[C:15]([O:17][CH2:18][CH3:19])=[O:16])C. (3) Given the product [Cl:26][C:27]1[CH:39]=[CH:38][C:30]2[N:31]([CH:35]([CH3:37])[CH3:36])[C:32]([S:34][C:2]3[C:3](=[O:25])[O:4][C:5]([CH2:14][CH2:15][C:16]4[CH:21]=[CH:20][C:19]([O:22][CH3:23])=[C:18]([Cl:24])[CH:17]=4)([CH:9]4[CH2:13][CH2:12][CH2:11][CH2:10]4)[CH2:6][C:7]=3[OH:8])=[N:33][C:29]=2[CH:28]=1, predict the reactants needed to synthesize it. The reactants are: Cl[C:2]1[C:3](=[O:25])[O:4][C:5]([CH2:14][CH2:15][C:16]2[CH:21]=[CH:20][C:19]([O:22][CH3:23])=[C:18]([Cl:24])[CH:17]=2)([CH:9]2[CH2:13][CH2:12][CH2:11][CH2:10]2)[CH2:6][C:7]=1[OH:8].[Cl:26][C:27]1[CH:39]=[CH:38][C:30]2[N:31]([CH:35]([CH3:37])[CH3:36])[C:32]([SH:34])=[N:33][C:29]=2[CH:28]=1.CCN(CC)CC. (4) Given the product [CH3:1][O:2][C:3]1[CH:12]=[CH:11][CH:10]=[C:9]([CH2:13][CH2:14][CH2:15][CH2:16][CH2:17][CH2:18][CH2:19][CH2:20][CH2:21][CH2:22][CH2:23][CH2:24][CH2:25][CH2:26][CH3:27])[C:4]=1[C:5]([OH:7])=[O:6], predict the reactants needed to synthesize it. The reactants are: [CH3:1][O:2][C:3]1[CH:12]=[CH:11][CH:10]=[C:9]([CH2:13][CH2:14][CH2:15][CH2:16][CH2:17][CH2:18][CH2:19][CH2:20][CH2:21][CH2:22][CH2:23][CH2:24][CH2:25][CH2:26][CH3:27])[C:4]=1[C:5]([O:7]C)=[O:6].CC(C)([O-])C.[K+].CCCCCC.C(OCC)(=O)C.Cl. (5) Given the product [CH3:13][N:3]1[C:12]2[C:7](=[CH:8][CH:9]=[CH:10][CH:11]=2)[CH2:6][CH2:5][CH2:4]1, predict the reactants needed to synthesize it. The reactants are: [H-].[Na+].[NH:3]1[C:12]2[C:7](=[CH:8][CH:9]=[CH:10][CH:11]=2)[CH2:6][CH2:5][CH2:4]1.[CH3:13]I. (6) Given the product [Cl:32][C:33]1[CH:41]=[CH:40][CH:39]=[CH:38][C:34]=1[C:35]([O:1][CH2:2][CH2:3][O:4][C:5]1[CH:10]=[CH:9][C:8]([CH:11]2[CH2:16][CH2:15][N:14]([C:17]([O:19][C:8]([CH3:11])([CH3:9])[CH3:7])=[O:18])[CH2:13][CH:12]2[O:20][CH2:21][C:22]2[CH:31]=[CH:30][C:29]3[C:24](=[CH:25][CH:26]=[CH:27][CH:28]=3)[CH:23]=2)=[CH:7][CH:6]=1)=[O:36], predict the reactants needed to synthesize it. The reactants are: [OH:1][CH2:2][CH2:3][O:4][C:5]1[CH:10]=[CH:9][C:8]([CH:11]2[CH2:16][CH2:15][N:14]([C:17]([O-:19])=[O:18])[CH2:13][CH:12]2[O:20][CH2:21][C:22]2[CH:31]=[CH:30][C:29]3[C:24](=[CH:25][CH:26]=[CH:27][CH:28]=3)[CH:23]=2)=[CH:7][CH:6]=1.[Cl:32][C:33]1[CH:41]=[CH:40][CH:39]=[CH:38][C:34]=1[C:35](Cl)=[O:36]. (7) Given the product [C:13]([NH:12][C:9]1[N:8]([CH:17]2[CH2:22][CH2:21][O:20][CH2:19][CH2:18]2)[C:7](=[O:23])[C:6]2[C:11](=[C:2]([C:31]3[NH:30][C:29]4[C@@H:25]([CH3:24])[NH:26][C:27](=[O:42])[C:28]=4[CH:32]=3)[CH:3]=[CH:4][CH:5]=2)[N:10]=1)([CH3:16])([CH3:15])[CH3:14], predict the reactants needed to synthesize it. The reactants are: Br[C:2]1[CH:3]=[CH:4][CH:5]=[C:6]2[C:11]=1[N:10]=[C:9]([NH:12][C:13]([CH3:16])([CH3:15])[CH3:14])[N:8]([CH:17]1[CH2:22][CH2:21][O:20][CH2:19][CH2:18]1)[C:7]2=[O:23].[CH3:24][C@@H:25]1[C:29]2[NH:30][C:31](B3OC(C)(C)C(C)(C)O3)=[CH:32][C:28]=2[C:27](=[O:42])[NH:26]1.CC(C1C=C(C(C)C)C(C2C=CC=CC=2P(C2CCCCC2)C2CCCCC2)=C(C(C)C)C=1)C.P([O-])([O-])([O-])=O.[K+].[K+].[K+].